From a dataset of Full USPTO retrosynthesis dataset with 1.9M reactions from patents (1976-2016). Predict the reactants needed to synthesize the given product. (1) The reactants are: [C:1]([O:5][C:6]([N:8]1[CH2:13][CH2:12][N:11]([S:14]([CH2:17][CH2:18][CH2:19]Cl)(=[O:16])=[O:15])[CH2:10][CH2:9]1)=[O:7])([CH3:4])([CH3:3])[CH3:2].Cl.[CH3:22][NH:23][CH3:24].C(=O)([O-])[O-].[K+].[K+].C(N(CC)CC)C.[I-].[K+]. Given the product [C:1]([O:5][C:6]([N:8]1[CH2:13][CH2:12][N:11]([S:14]([CH2:17][CH2:18][CH2:19][N:23]([CH3:24])[CH3:22])(=[O:16])=[O:15])[CH2:10][CH2:9]1)=[O:7])([CH3:4])([CH3:3])[CH3:2], predict the reactants needed to synthesize it. (2) Given the product [C:3]12([C:13](=[O:19])[CH2:14][S:15][CH2:16][C:17]3[CH:27]=[N:26][C:25]([C:28]([F:31])([F:30])[F:29])=[CH:24][CH:23]=3)[CH2:12][CH:7]3[CH2:8][CH:9]([CH2:11][CH:5]([CH2:6]3)[CH2:4]1)[CH2:10]2, predict the reactants needed to synthesize it. The reactants are: [OH-].[Na+].[C:3]12([C:13](=[O:19])[CH2:14][S:15][C:16](=O)[CH3:17])[CH2:12][CH:7]3[CH2:8][CH:9]([CH2:11][CH:5]([CH2:6]3)[CH2:4]1)[CH2:10]2.ClCC1[CH:23]=[CH:24][C:25]([C:28]([F:31])([F:30])[F:29])=[N:26][CH:27]=1.CCN(CC)CC. (3) Given the product [CH3:15][O:14][C:11]([NH:1][CH2:2][CH:3]1[CH2:8][CH2:7][CH2:6][CH:5]([CH2:9][NH:10][C:11]([O:14][CH3:15])=[O:16])[CH2:4]1)=[O:16], predict the reactants needed to synthesize it. The reactants are: [NH2:1][CH2:2][CH:3]1[CH2:8][CH2:7][CH2:6][CH:5]([CH2:9][NH2:10])[CH2:4]1.[C:11](=[O:16])([O:14][CH3:15])OC.